From a dataset of Catalyst prediction with 721,799 reactions and 888 catalyst types from USPTO. Predict which catalyst facilitates the given reaction. (1) Reactant: [C:1](Cl)(=O)[C:2]([Cl:4])=[O:3].[F:7][C:8]1[CH:18]=[CH:17][CH:16]=[CH:15][C:9]=1[CH:10]=CC(O)=O. Product: [F:7][C:8]1[CH:18]=[CH:17][CH:16]=[CH:15][C:9]=1/[CH:10]=[CH:1]/[C:2]([Cl:4])=[O:3]. The catalyst class is: 2. (2) The catalyst class is: 5. Product: [N:31]1([CH2:30][CH2:29][NH:28][C:27]([C:22]2[CH:21]=[CH:20][C:19]3[C:24](=[CH:25][CH:26]=[C:17]([C:11]4[C:10]5[C:14](=[CH:15][CH:16]=[C:8]([C:6]6[NH:43][N:42]=[C:40]([CH2:39][C:38]([CH3:45])([CH3:44])[CH3:37])[N:7]=6)[CH:9]=5)[NH:13][N:12]=4)[CH:18]=3)[CH:23]=2)=[O:36])[CH2:32][CH2:33][CH2:34][CH2:35]1. Reactant: Cl.Cl.C(O[C:6]([C:8]1[CH:9]=[C:10]2[C:14](=[CH:15][CH:16]=1)[NH:13][N:12]=[C:11]2[C:17]1[CH:26]=[CH:25][C:24]2[C:19](=[CH:20][CH:21]=[C:22]([C:27](=[O:36])[NH:28][CH2:29][CH2:30][N:31]3[CH2:35][CH2:34][CH2:33][CH2:32]3)[CH:23]=2)[CH:18]=1)=[NH:7])C.[CH3:37][C:38]([CH3:45])([CH3:44])[CH2:39][C:40]([NH:42][NH2:43])=O.C(N(CC)CC)C. (3) Reactant: [F:1][CH:2]([F:40])[O:3][C:4]1[CH:5]=[C:6]2[C:10](=[CH:11][CH:12]=1)[N:9]([CH3:13])[N:8]=[C:7]2[C:14]1[N:15]=[C:16]2[C:22]([C:23]([NH:25][C@@H:26]3[CH2:31][CH2:30][C@H:29]([NH:32]C(=O)OC(C)(C)C)[CH2:28][CH2:27]3)=[O:24])=[CH:21][NH:20][C:17]2=[N:18][CH:19]=1.[ClH:41]. Product: [ClH:41].[NH2:32][C@@H:29]1[CH2:28][CH2:27][C@H:26]([NH:25][C:23]([C:22]2[C:16]3=[N:15][C:14]([C:7]4[C:6]5[C:10](=[CH:11][CH:12]=[C:4]([O:3][CH:2]([F:1])[F:40])[CH:5]=5)[N:9]([CH3:13])[N:8]=4)=[CH:19][N:18]=[C:17]3[NH:20][CH:21]=2)=[O:24])[CH2:31][CH2:30]1. The catalyst class is: 12. (4) Reactant: [CH:1]1[C:6]([OH:7])=[CH:5][CH:4]=[CH:3][C:2]=1[CH3:8].[CH3:9][O:10][CH2:11]Cl.C(OCC)(=O)C. Product: [CH3:9][O:10][CH2:11][O:7][C:6]1[CH:1]=[C:2]([CH3:8])[CH:3]=[CH:4][CH:5]=1. The catalyst class is: 3. (5) Reactant: [NH2:1][C:2]1[S:3][C:4]2[CH2:10][CH:9]([NH:11][CH2:12][CH2:13][CH3:14])[CH2:8][CH2:7][C:5]=2[N:6]=1.[C:15]([OH:24])(=[O:23])[C@@H:16]([C@H:18]([C:20]([OH:22])=[O:21])[OH:19])[OH:17]. Product: [CH3:14][CH2:13][CH2:12][NH:11][C@@H:9]1[CH2:10][C:4]2[S:3][C:2]([NH2:1])=[N:6][C:5]=2[CH2:7][CH2:8]1.[C:20]([CH:18]([CH:16]([C:15]([O-:24])=[O:23])[OH:17])[OH:19])([O-:22])=[O:21]. The catalyst class is: 5. (6) Reactant: [CH2:1]([C:5]1[N:6]=[C:7]([CH2:27][CH3:28])[NH:8][C:9](=[O:26])[C:10]=1[CH2:11][C:12]1[CH:17]=[CH:16][C:15]([C:18]2[C:19]([C:24]#[N:25])=[CH:20][CH:21]=[CH:22][CH:23]=2)=[CH:14][CH:13]=1)[CH2:2][CH2:3][CH3:4].Br[CH2:30][C:31](=[O:36])[C:32]([CH3:35])([CH3:34])[CH3:33].C(=O)([O-])[O-].[Cs+].[Cs+]. Product: [CH2:1]([C:5]1[N:6]=[C:7]([CH2:27][CH3:28])[N:8]([CH2:30][C:31](=[O:36])[C:32]([CH3:35])([CH3:34])[CH3:33])[C:9](=[O:26])[C:10]=1[CH2:11][C:12]1[CH:17]=[CH:16][C:15]([C:18]2[C:19]([C:24]#[N:25])=[CH:20][CH:21]=[CH:22][CH:23]=2)=[CH:14][CH:13]=1)[CH2:2][CH2:3][CH3:4]. The catalyst class is: 42. (7) Reactant: Br[CH2:2][C:3]([O:5][C:6]([CH3:9])([CH3:8])[CH3:7])=[O:4].[NH2:10][CH2:11][C@@H:12]([OH:14])[CH3:13].C(N(C(C)C)CC)(C)C.C(Cl)Cl.CO. Product: [OH:14][C@@H:12]([CH3:13])[CH2:11][NH:10][CH2:2][C:3]([O:5][C:6]([CH3:9])([CH3:8])[CH3:7])=[O:4]. The catalyst class is: 9. (8) Reactant: C(OC[O:5][C:6]1[CH:13]=[C:12]([C:14]([F:17])([F:16])[F:15])[CH:11]=[CH:10][C:7]=1[CH:8]=[O:9])C.CC(C)=O.Cl. Product: [OH:5][C:6]1[CH:13]=[C:12]([C:14]([F:15])([F:16])[F:17])[CH:11]=[CH:10][C:7]=1[CH:8]=[O:9]. The catalyst class is: 6. (9) Reactant: [CH:1]1([NH:4][C:5](=[O:30])[C:6]2[CH:11]=[C:10]([CH2:12][C:13]3[C:14](=[O:25])[C:15]([O:23][CH3:24])=[C:16]([O:21][CH3:22])[C:17](=[O:20])[C:18]=3[CH3:19])[CH:9]=[CH:8][C:7]=2[O:26]C(=O)C)[CH2:3][CH2:2]1.C(=O)([O-])O.[Na+]. Product: [CH:1]1([NH:4][C:5](=[O:30])[C:6]2[CH:11]=[C:10]([CH2:12][C:13]3[C:14](=[O:25])[C:15]([O:23][CH3:24])=[C:16]([O:21][CH3:22])[C:17](=[O:20])[C:18]=3[CH3:19])[CH:9]=[CH:8][C:7]=2[OH:26])[CH2:3][CH2:2]1. The catalyst class is: 24.